The task is: Regression/Classification. Given a drug SMILES string, predict its absorption, distribution, metabolism, or excretion properties. Task type varies by dataset: regression for continuous measurements (e.g., permeability, clearance, half-life) or binary classification for categorical outcomes (e.g., BBB penetration, CYP inhibition). For this dataset (solubility_aqsoldb), we predict Y.. This data is from Aqueous solubility values for 9,982 compounds from the AqSolDB database. (1) The compound is COc1ccc2[nH]c(=O)cc(C(=O)[O-])c2c1. The Y is -3.11 log mol/L. (2) The molecule is CC1OC1C. The Y is 0.397 log mol/L. (3) The molecule is CC(O)C(=O)NCCO. The Y is 1.31 log mol/L. (4) The molecule is Sc1cnc2ncncc2n1. The Y is -2.71 log mol/L. (5) The molecule is COC(=O)c1cc2cc3c(C)cc(=O)oc3c(C)c2o1. The Y is -5.16 log mol/L. (6) The molecule is Clc1cc(Oc2ccccc2)c(Cl)c(Cl)c1Cl. The Y is -7.52 log mol/L. (7) The molecule is CCOC. The Y is -0.0799 log mol/L. (8) The drug is C1COCCN1. The Y is 1.06 log mol/L.